Task: Predict which catalyst facilitates the given reaction.. Dataset: Catalyst prediction with 721,799 reactions and 888 catalyst types from USPTO Reactant: N(=[C:3]([C:21]1[CH:26]=[CH:25][N:24]=[CH:23][N:22]=1)[C:4]1[C:9](=[O:10])[N:8]2[C:11]3([CH2:19][CH2:18][CH2:17][CH2:16][CH2:15]3)[NH:12][C:13](=[O:14])[C:7]2=[C:6]([CH3:20])[CH:5]=1)N.CC(C)([O-])C.[K+].[Cl-].[NH4+]. Product: [CH3:20][C:6]1[CH:5]=[C:4]([CH2:3][C:21]2[CH:26]=[CH:25][N:24]=[CH:23][N:22]=2)[C:9](=[O:10])[N:8]2[C:11]3([CH2:19][CH2:18][CH2:17][CH2:16][CH2:15]3)[NH:12][C:13](=[O:14])[C:7]=12. The catalyst class is: 451.